Dataset: Forward reaction prediction with 1.9M reactions from USPTO patents (1976-2016). Task: Predict the product of the given reaction. (1) Given the reactants Br[C:2]1[CH:10]=[CH:9][C:5]2[CH:6]=[CH:7][O:8][C:4]=2[CH:3]=1.[C:11]([O:15][CH2:16][CH3:17])(=[O:14])[CH:12]=[CH2:13].C1(C)C=CC=CC=1P(C1C=CC=CC=1C)C1C=CC=CC=1C.C([O-])(=O)C.[Na+], predict the reaction product. The product is: [CH2:16]([O:15][C:11](=[O:14])[CH:12]=[CH:13][C:2]1[CH:10]=[CH:9][C:5]2[CH:6]=[CH:7][O:8][C:4]=2[CH:3]=1)[CH3:17]. (2) Given the reactants [Cl:1][C:2]1[CH:31]=[CH:30][C:5]([O:6][CH:7]2[CH2:10][N:9]([CH2:11][CH2:12][C@H:13]([NH:16][C:17]([NH:19][C:20]3[CH:25]=[C:24]([O:26][CH3:27])[CH:23]=[C:22]([O:28][CH3:29])[CH:21]=3)=[O:18])[CH2:14][OH:15])[CH2:8]2)=[CH:4][CH:3]=1.C(N(CC)CC)C.[C:39](OC(=O)C)(=[O:41])[CH3:40], predict the reaction product. The product is: [Cl:1][C:2]1[CH:3]=[CH:4][C:5]([O:6][CH:7]2[CH2:8][N:9]([CH2:11][CH2:12][C@H:13]([NH:16][C:17]([NH:19][C:20]3[CH:25]=[C:24]([O:26][CH3:27])[CH:23]=[C:22]([O:28][CH3:29])[CH:21]=3)=[O:18])[CH2:14][O:15][C:39](=[O:41])[CH3:40])[CH2:10]2)=[CH:30][CH:31]=1. (3) Given the reactants [CH2:1]([C:3]([CH2:8][CH3:9])([CH2:6][NH2:7])[CH2:4][NH2:5])[CH3:2].OO.[O-]Cl.[Na+], predict the reaction product. The product is: [CH2:1]([C:3]1([CH2:8][CH3:9])[CH2:6][N:7]=[N:5][CH2:4]1)[CH3:2].